Dataset: Forward reaction prediction with 1.9M reactions from USPTO patents (1976-2016). Task: Predict the product of the given reaction. (1) Given the reactants [NH2:1][C:2]1[CH:3]=[C:4]([C:8]2[CH:20]=[CH:19][C:11]3[N:12]=[C:13]([NH:15][C:16](=[O:18])[CH3:17])[S:14][C:10]=3[CH:9]=2)[CH:5]=[CH:6][CH:7]=1.N1C=CC=CC=1.ClCCl.[CH3:30][O:31][C:32]1[CH:37]=[CH:36][C:35]([S:38](Cl)(=[O:40])=[O:39])=[CH:34][CH:33]=1.N1CCCC1, predict the reaction product. The product is: [CH3:30][O:31][C:32]1[CH:33]=[CH:34][C:35]([S:38]([NH:1][C:2]2[CH:3]=[C:4]([C:8]3[CH:20]=[CH:19][C:11]4[N:12]=[C:13]([NH:15][C:16](=[O:18])[CH3:17])[S:14][C:10]=4[CH:9]=3)[CH:5]=[CH:6][CH:7]=2)(=[O:40])=[O:39])=[CH:36][CH:37]=1. (2) The product is: [Si:14]([CH:2]([OH:1])[C@@H:3]1[O:7][C:6](=[O:8])[CH2:5][CH2:4]1)([C:27]([CH3:30])([CH3:29])[CH3:28])([C:21]1[CH:22]=[CH:23][CH:24]=[CH:25][CH:26]=1)[C:15]1[CH:20]=[CH:19][CH:18]=[CH:17][CH:16]=1. Given the reactants [OH:1][CH2:2][C@@H:3]1[O:7][C:6](=[O:8])[CH2:5][CH2:4]1.N1C=CN=C1.[Si:14](Cl)([C:27]([CH3:30])([CH3:29])[CH3:28])([C:21]1[CH:26]=[CH:25][CH:24]=[CH:23][CH:22]=1)[C:15]1[CH:20]=[CH:19][CH:18]=[CH:17][CH:16]=1, predict the reaction product. (3) Given the reactants C(N(CC)CC)C.[OH:8][C:9]1[C:10](=[O:20])[C:11]2[C:16]([C:17](=[O:19])[CH:18]=1)=[CH:15][CH:14]=[CH:13][CH:12]=2.[C:21](OC(=O)C)(=[O:23])[CH3:22], predict the reaction product. The product is: [C:21]([O:8][C:9]1[C:10](=[O:20])[C:11]2[C:16]([C:17](=[O:19])[CH:18]=1)=[CH:15][CH:14]=[CH:13][CH:12]=2)(=[O:23])[CH3:22]. (4) Given the reactants [CH2:1]([C:4]1[S:5][C:6]2[C:15]3[CH:14]=[CH:13][C:12]([O:16][CH2:17][CH2:18][CH2:19][CH2:20][CH2:21][CH2:22][NH:23][C:24](=[O:30])[O:25][C:26]([CH3:29])([CH3:28])[CH3:27])=[CH:11][C:10]=3[N:9]=[CH:8][C:7]=2[N:31]=1)[CH2:2][CH3:3].C1C=C(Cl)C=C(C(OO)=[O:40])C=1, predict the reaction product. The product is: [O-:40][N+:9]1[C:10]2[CH:11]=[C:12]([O:16][CH2:17][CH2:18][CH2:19][CH2:20][CH2:21][CH2:22][NH:23][C:24](=[O:30])[O:25][C:26]([CH3:29])([CH3:28])[CH3:27])[CH:13]=[CH:14][C:15]=2[C:6]2[S:5][C:4]([CH2:1][CH2:2][CH3:3])=[N:31][C:7]=2[CH:8]=1.